Dataset: Forward reaction prediction with 1.9M reactions from USPTO patents (1976-2016). Task: Predict the product of the given reaction. Given the reactants [CH:1]1([NH2:6])[CH2:5][CH2:4][CH2:3][CH2:2]1.[Cl:7][S:8]([C:11]1[CH:19]=[CH:18][C:14]([C:15](Cl)=[O:16])=[CH:13][CH:12]=1)(=[O:10])=[O:9], predict the reaction product. The product is: [CH:1]1([NH:6][C:15]([C:14]2[CH:13]=[CH:12][C:11]([S:8]([Cl:7])(=[O:10])=[O:9])=[CH:19][CH:18]=2)=[O:16])[CH2:5][CH2:4][CH2:3][CH2:2]1.